This data is from Full USPTO retrosynthesis dataset with 1.9M reactions from patents (1976-2016). The task is: Predict the reactants needed to synthesize the given product. Given the product [C:20]1([CH:26]([NH:27][C:28]2[S:29][C:2]3[CH2:11][CH2:10][C:9]4[C:4](=[CH:5][CH:6]=[CH:7][C:8]=4[O:12][CH2:13][C:14]([OH:16])=[O:15])[C:3]=3[N:30]=2)[C:31]2[CH:32]=[CH:33][CH:34]=[CH:35][CH:36]=2)[CH:21]=[CH:22][CH:23]=[CH:24][CH:25]=1, predict the reactants needed to synthesize it. The reactants are: Br[CH:2]1[CH2:11][CH2:10][C:9]2[C:8]([O:12][CH2:13][C:14]([O:16]CC)=[O:15])=[CH:7][CH:6]=[CH:5][C:4]=2[C:3]1=O.[C:20]1([CH:26]([C:31]2[CH:36]=[CH:35][CH:34]=[CH:33][CH:32]=2)[NH:27][C:28]([NH2:30])=[S:29])[CH:25]=[CH:24][CH:23]=[CH:22][CH:21]=1.C(N(CC)CC)C.[OH-].[Na+].